Predict the reaction yield, written as a fraction of the theoretical maximum amount of product (1.0 means a 100% yield; for example, 0.34 means a 34% yield). From a dataset of Reaction yield outcomes from USPTO patents with 853,638 reactions. (1) The catalyst is C(O)C. The reactants are [NH2:1][C:2]1[C:11]2[C:6](=[CH:7][CH:8]=[CH:9][C:10]=2[O:12][CH:13]2[CH2:18][CH2:17][CH2:16][CH2:15][CH2:14]2)[N:5]=[C:4]([CH3:19])[C:3]=1[C:20]([OH:22])=[O:21].[ClH:23]. The yield is 1.00. The product is [ClH:23].[NH2:1][C:2]1[C:11]2[C:6](=[CH:7][CH:8]=[CH:9][C:10]=2[O:12][CH:13]2[CH2:18][CH2:17][CH2:16][CH2:15][CH2:14]2)[N:5]=[C:4]([CH3:19])[C:3]=1[C:20]([OH:22])=[O:21]. (2) The catalyst is O1CCOCC1.Cl[Pd](Cl)([P](C1C=CC=CC=1)(C1C=CC=CC=1)C1C=CC=CC=1)[P](C1C=CC=CC=1)(C1C=CC=CC=1)C1C=CC=CC=1. The product is [F:1][C:2]1[CH:7]=[CH:6][CH:5]=[CH:4][C:3]=1[C@:8]1([CH2:32][C:33]([OH:36])([CH3:35])[CH3:34])[O:13][C:12](=[O:14])[N:11]([C@H:15]([C:17]2[CH:18]=[CH:19][C:20]([C:38]3[CH:39]=[CH:40][C:41](=[O:45])[N:42]([CH3:44])[CH:43]=3)=[CH:21][CH:22]=2)[CH3:16])[CH2:10][CH2:9]1. The reactants are [F:1][C:2]1[CH:7]=[CH:6][CH:5]=[CH:4][C:3]=1[C@:8]1([CH2:32][C:33]([OH:36])([CH3:35])[CH3:34])[O:13][C:12](=[O:14])[N:11]([C@H:15]([C:17]2[CH:22]=[CH:21][C:20](B3OC(C)(C)C(C)(C)O3)=[CH:19][CH:18]=2)[CH3:16])[CH2:10][CH2:9]1.Br[C:38]1[CH:39]=[CH:40][C:41](=[O:45])[N:42]([CH3:44])[CH:43]=1.C([O-])([O-])=O.[Cs+].[Cs+]. The yield is 0.100. (3) The catalyst is CO. The reactants are [CH3:1][C:2]1[N:10]([CH:11]([C:13](=[O:15])[CH3:14])[CH3:12])[C:5]2=[N:6][CH:7]=[CH:8][CH:9]=[C:4]2[C:3]=1[C:16]([O:18][C:19]([CH3:22])([CH3:21])[CH3:20])=[O:17].[BH4-].[Na+].O. The yield is 0.960. The product is [OH:15][CH:13]([CH3:14])[CH:11]([N:10]1[C:5]2=[N:6][CH:7]=[CH:8][CH:9]=[C:4]2[C:3]([C:16]([O:18][C:19]([CH3:22])([CH3:21])[CH3:20])=[O:17])=[C:2]1[CH3:1])[CH3:12]. (4) The reactants are [F:1][C:2]1[CH:7]=[CH:6][CH:5]=[CH:4][C:3]=1B(O)O.Br[C:12]1[CH:17]=[CH:16][C:15]([OH:18])=[CH:14][C:13]=1[Cl:19].C(=O)([O-])[O-].[Cs+].[Cs+]. The catalyst is O1CCOCC1.O.C1C=CC([P]([Pd]([P](C2C=CC=CC=2)(C2C=CC=CC=2)C2C=CC=CC=2)([P](C2C=CC=CC=2)(C2C=CC=CC=2)C2C=CC=CC=2)[P](C2C=CC=CC=2)(C2C=CC=CC=2)C2C=CC=CC=2)(C2C=CC=CC=2)C2C=CC=CC=2)=CC=1. The product is [Cl:19][C:13]1[CH:14]=[C:15]([OH:18])[CH:16]=[CH:17][C:12]=1[C:3]1[CH:4]=[CH:5][CH:6]=[CH:7][C:2]=1[F:1]. The yield is 0.690. (5) The reactants are [F:1][C:2]1[N:7]=[C:6]([C:8]([OH:10])=O)[CH:5]=[CH:4][CH:3]=1.F[P-](F)(F)(F)(F)F.ClC(=[N+]1CCCC1)N1CCCC1.C(N(C(C)C)CC)(C)C.[CH2:39]([S:46]([N:49]1[CH:53]=[CH:52][C:51]([NH2:54])=[CH:50]1)(=[O:48])=[O:47])[C:40]1[CH:45]=[CH:44][CH:43]=[CH:42][CH:41]=1. The catalyst is ClCCCl. The product is [CH2:39]([S:46]([N:49]1[CH:53]=[CH:52][C:51]([NH:54][C:8](=[O:10])[C:6]2[CH:5]=[CH:4][CH:3]=[C:2]([F:1])[N:7]=2)=[CH:50]1)(=[O:48])=[O:47])[C:40]1[CH:45]=[CH:44][CH:43]=[CH:42][CH:41]=1. The yield is 0.0500. (6) The reactants are [Br:1][C:2]1[N:3]=[CH:4][C:5](=[O:9])[N:6]([CH3:8])[CH:7]=1.C1(C)C=CC(S([CH2:19][N+:20]#[C-:21])(=O)=O)=CC=1.[H-].[Na+]. The catalyst is C1COCC1. The product is [Br:1][C:2]1[N:3]2[CH:19]=[N:20][CH:21]=[C:4]2[C:5](=[O:9])[N:6]([CH3:8])[CH:7]=1. The yield is 0.500. (7) The reactants are C([Li])CCC.C(NC(C)C)(C)C.[F:13][C:14]1[CH:19]=[CH:18][C:17]([CH3:20])=[CH:16][N:15]=1.C([O:24][B:25](OC(C)C)[O:26]C(C)C)(C)C. The catalyst is C1COCC1. The product is [F:13][C:14]1[C:19]([B:25]([OH:26])[OH:24])=[CH:18][C:17]([CH3:20])=[CH:16][N:15]=1. The yield is 0.940. (8) The reactants are FC(F)(F)C(O)=O.[C:8]1([C:14]2[CH:19]=[C:18]([CH:20]3[CH2:25][CH2:24][NH:23][CH2:22][CH2:21]3)[CH:17]=[CH:16][C:15]=2[NH:26][C:27]([C:29]2[NH:30][CH:31]=[C:32]([C:34]#[N:35])[N:33]=2)=[O:28])[CH2:13][CH2:12][CH2:11][CH2:10][CH:9]=1.[C:36]([O:40][C:41]([NH:43][C:44]([CH3:50])([CH3:49])[CH2:45][C:46](O)=[O:47])=[O:42])([CH3:39])([CH3:38])[CH3:37].C1CN([P+](Br)(N2CCCC2)N2CCCC2)CC1.F[P-](F)(F)(F)(F)F.CCN(C(C)C)C(C)C. The catalyst is ClC(Cl)C.CCOC(C)=O. The product is [C:36]([O:40][C:41](=[O:42])[NH:43][C:44]([CH3:50])([CH3:49])[CH2:45][C:46]([N:23]1[CH2:22][CH2:21][CH:20]([C:18]2[CH:17]=[CH:16][C:15]([NH:26][C:27]([C:29]3[NH:30][CH:31]=[C:32]([C:34]#[N:35])[N:33]=3)=[O:28])=[C:14]([C:8]3[CH2:13][CH2:12][CH2:11][CH2:10][CH:9]=3)[CH:19]=2)[CH2:25][CH2:24]1)=[O:47])([CH3:39])([CH3:37])[CH3:38]. The yield is 0.700. (9) The reactants are [Cl:1][C:2]1[CH:7]=[CH:6][CH:5]=[C:4]([O:8]C)[C:3]=1[C:10]1[CH:15]=[CH:14][CH:13]=[CH:12][C:11]=1[Cl:16]. The catalyst is Br. The product is [Cl:16][C:11]1[CH:12]=[CH:13][CH:14]=[CH:15][C:10]=1[C:3]1[C:4]([OH:8])=[CH:5][CH:6]=[CH:7][C:2]=1[Cl:1]. The yield is 0.890.